Dataset: TCR-epitope binding with 47,182 pairs between 192 epitopes and 23,139 TCRs. Task: Binary Classification. Given a T-cell receptor sequence (or CDR3 region) and an epitope sequence, predict whether binding occurs between them. The epitope is KRWIILGLNK. The TCR CDR3 sequence is CASSLGTSAYEQYF. Result: 1 (the TCR binds to the epitope).